From a dataset of Peptide-MHC class II binding affinity with 134,281 pairs from IEDB. Regression. Given a peptide amino acid sequence and an MHC pseudo amino acid sequence, predict their binding affinity value. This is MHC class II binding data. (1) The peptide sequence is KSKYKLATSVLAGLL. The MHC is DRB3_0101 with pseudo-sequence DRB3_0101. The binding affinity (normalized) is 0.319. (2) The peptide sequence is WSKDIYNYMEPYVSK. The MHC is DRB1_0701 with pseudo-sequence DRB1_0701. The binding affinity (normalized) is 0.209. (3) The peptide sequence is EVELREHGSDEWVAM. The MHC is DRB1_1001 with pseudo-sequence DRB1_1001. The binding affinity (normalized) is 0.563. (4) The peptide sequence is EDVGYPIIIDQKYCP. The MHC is DRB5_0101 with pseudo-sequence DRB5_0101. The binding affinity (normalized) is 0.146. (5) The peptide sequence is WKMLDPRQGLAVLRK. The MHC is HLA-DQA10501-DQB10302 with pseudo-sequence HLA-DQA10501-DQB10302. The binding affinity (normalized) is 0.216. (6) The peptide sequence is ALRIIAGTPEVHAVK. The MHC is HLA-DQA10104-DQB10503 with pseudo-sequence HLA-DQA10104-DQB10503. The binding affinity (normalized) is 0.389. (7) The peptide sequence is RCLVKEIPPRLLYAK. The MHC is DRB1_1201 with pseudo-sequence DRB1_1201. The binding affinity (normalized) is 0.631. (8) The peptide sequence is QVAFSYFPPPAAKED. The MHC is DRB3_0202 with pseudo-sequence DRB3_0202. The binding affinity (normalized) is 0.556. (9) The peptide sequence is RVDGLELKKLGEVSW. The MHC is HLA-DQA10303-DQB10402 with pseudo-sequence HLA-DQA10303-DQB10402. The binding affinity (normalized) is 0.